Dataset: Forward reaction prediction with 1.9M reactions from USPTO patents (1976-2016). Task: Predict the product of the given reaction. (1) Given the reactants [C:1]([C:3]1([F:23])[CH2:7][CH2:6][N:5]([C:8](=[O:22])[C@H:9]([NH:14]C(=O)OC(C)(C)C)[C:10]([CH3:13])([CH3:12])[CH3:11])[CH2:4]1)#[N:2].[C:24]([OH:30])([C:26]([F:29])([F:28])[F:27])=[O:25], predict the reaction product. The product is: [F:27][C:26]([F:29])([F:28])[C:24]([OH:30])=[O:25].[NH2:14][C@H:9]([C:10]([CH3:13])([CH3:12])[CH3:11])[C:8]([N:5]1[CH2:6][CH2:7][C:3]([F:23])([C:1]#[N:2])[CH2:4]1)=[O:22]. (2) Given the reactants [NH2:1][C:2]1[CH:7]=[CH:6][C:5]([C:8]2[C:16]3[C:11](=[N:12][CH:13]=[N:14][C:15]=3[NH2:17])[N:10]([C@@H:18]3[CH2:22][CH2:21][O:20][CH2:19]3)[N:9]=2)=[CH:4][CH:3]=1.[F:23][C:24]([F:35])([F:34])[C:25]1[CH:26]=[C:27]([N:31]=[C:32]=[O:33])[CH:28]=[CH:29][CH:30]=1, predict the reaction product. The product is: [NH2:17][C:15]1[N:14]=[CH:13][N:12]=[C:11]2[N:10]([C@@H:18]3[CH2:22][CH2:21][O:20][CH2:19]3)[N:9]=[C:8]([C:5]3[CH:6]=[CH:7][C:2]([NH:1][C:32]([NH:31][C:27]4[CH:28]=[CH:29][CH:30]=[C:25]([C:24]([F:23])([F:34])[F:35])[CH:26]=4)=[O:33])=[CH:3][CH:4]=3)[C:16]=12. (3) Given the reactants [NH2:1][C:2]1[CH:3]=[C:4]2[C:8](=[CH:9][CH:10]=1)[NH:7][N:6]=[C:5]2[CH2:11][N:12]1[C:20](=[O:21])[C:19]2[C:14](=[CH:15][CH:16]=[CH:17][CH:18]=2)[C:13]1=[O:22].[O:23]=[C:24]([N:34]1[CH2:39][CH2:38][N:37]([C:40]2[CH:45]=[CH:44][C:43]([C:46]3[N:51]=[CH:50][CH:49]=[CH:48][N:47]=3)=[CH:42][CH:41]=2)[CH2:36][CH2:35]1)[CH2:25][N:26]1[CH2:30][CH2:29][CH:28]([C:31](O)=[O:32])[CH2:27]1.CN(C(ON1N=NC2C=CC=NC1=2)=[N+](C)C)C.F[P-](F)(F)(F)(F)F.C(N(C(C)C)CC)(C)C, predict the reaction product. The product is: [O:21]=[C:20]1[C:19]2[C:14](=[CH:15][CH:16]=[CH:17][CH:18]=2)[C:13](=[O:22])[N:12]1[CH2:11][C:5]1[C:4]2[C:8](=[CH:9][CH:10]=[C:2]([NH:1][C:31]([CH:28]3[CH2:29][CH2:30][N:26]([CH2:25][C:24](=[O:23])[N:34]4[CH2:35][CH2:36][N:37]([C:40]5[CH:45]=[CH:44][C:43]([C:46]6[N:47]=[CH:48][CH:49]=[CH:50][N:51]=6)=[CH:42][CH:41]=5)[CH2:38][CH2:39]4)[CH2:27]3)=[O:32])[CH:3]=2)[NH:7][N:6]=1. (4) Given the reactants [ClH:1].Cl.C([O:5][C:6](=O)[CH2:7][CH2:8][N:9]1[CH2:14][CH2:13][CH:12]([O:15][C:16]2[N:17]=[N:18][C:19]([CH2:35][CH2:36][CH2:37][CH3:38])=[C:20]([C:22]3[CH:27]=[CH:26][C:25]([O:28][CH:29]4[CH2:34][CH2:33][CH2:32][CH2:31][CH2:30]4)=[CH:24][CH:23]=3)[CH:21]=2)[CH2:11][CH2:10]1)C.[Li+].[OH-].Cl.[CH3:43][NH:44][CH3:45].CN(C(ON1N=NC2C=CC=CC1=2)=[N+](C)C)C.F[P-](F)(F)(F)(F)F.CCN(C(C)C)C(C)C.Cl, predict the reaction product. The product is: [ClH:1].[ClH:1].[CH2:35]([C:19]1[N:18]=[N:17][C:16]([O:15][CH:12]2[CH2:11][CH2:10][N:9]([CH2:8][CH2:7][C:6]([N:44]([CH3:45])[CH3:43])=[O:5])[CH2:14][CH2:13]2)=[CH:21][C:20]=1[C:22]1[CH:23]=[CH:24][C:25]([O:28][CH:29]2[CH2:34][CH2:33][CH2:32][CH2:31][CH2:30]2)=[CH:26][CH:27]=1)[CH2:36][CH2:37][CH3:38]. (5) Given the reactants [CH3:1][C:2]1[N:3]=[C:4]([CH2:7][C:8]#[N:9])[NH:5][CH:6]=1.C([O:12][C:13](=O)[CH:14]([C:18]1[CH:23]=[CH:22][CH:21]=[CH:20][CH:19]=1)[C:15]([CH3:17])=O)C, predict the reaction product. The product is: [CH3:1][C:2]1[NH:3][C:4]2[N:5]([CH:6]=1)[C:13](=[O:12])[C:14]([C:18]1[CH:23]=[CH:22][CH:21]=[CH:20][CH:19]=1)=[C:15]([CH3:17])[C:7]=2[C:8]#[N:9].